Predict the product of the given reaction. From a dataset of Forward reaction prediction with 1.9M reactions from USPTO patents (1976-2016). (1) The product is: [CH2:2]1[C:41]2[C:35](=[CH:36][CH:37]=[C:38]([NH:39][C:2]3[N:7]=[C:6]([C:8]4[C:9]([C:17]5[CH:18]=[C:19]([NH:23][C:24](=[O:33])[C:25]6[CH:30]=[CH:29][CH:28]=[CH:27][CH:26]=6)[CH:20]=[CH:21][CH:22]=5)=[N:10][N:11]5[CH:16]=[CH:15][CH:14]=[CH:13][C:12]=45)[CH:5]=[CH:4][N:3]=3)[CH:40]=2)[CH2:5][CH2:4][NH:3]1. Given the reactants Cl[C:2]1[N:7]=[C:6]([C:8]2[C:9]([C:17]3[CH:18]=[C:19]([NH:23][C:24](=[O:33])[C:25]4[C:30](F)=[CH:29][CH:28]=[CH:27][C:26]=4F)[CH:20]=[CH:21][CH:22]=3)=[N:10][N:11]3[CH:16]=[CH:15][CH:14]=[CH:13][C:12]=23)[CH:5]=[CH:4][N:3]=1.Cl[C:35]1[CH:41]=[CH:40][C:38]([NH2:39])=[CH:37][CH:36]=1, predict the reaction product. (2) Given the reactants [OH2:1].[OH-].[Li+].C1[CH2:8][O:7]CC1.O.OO.C([C@@H]1COC(=O)N1C(=O)[C@H:26]([C@@H:34]1[CH2:38][CH2:37][CH2:36][N:35]1[C:39]([O:41][C:42]([CH3:45])([CH3:44])[CH3:43])=[O:40])[C:27]1[CH:32]=[CH:31][C:30]([Cl:33])=[CH:29][CH:28]=1)C1C=CC=CC=1, predict the reaction product. The product is: [C:42]([O:41][C:39]([N:35]1[CH2:36][CH2:37][CH2:38][C@H:34]1[C@H:26]([C:27]1[CH:32]=[CH:31][C:30]([Cl:33])=[CH:29][CH:28]=1)[C:8]([OH:7])=[O:1])=[O:40])([CH3:45])([CH3:43])[CH3:44]. (3) Given the reactants [NH2:1][C:2]1[S:6][N:5]=[C:4]([CH3:7])[C:3]=1[C:8]([NH:10][C:11]1[CH:16]=[CH:15][C:14]([Cl:17])=[C:13]([F:18])[CH:12]=1)=[O:9].Cl[C:20]1[CH:29]=[N:28][C:27]2[C:22](=[CH:23][CH:24]=[CH:25][CH:26]=2)[N:21]=1.C(=O)([O-])[O-].[Cs+].[Cs+].CC1(C)C2C(=C(P(C3C=CC=CC=3)C3C=CC=CC=3)C=CC=2)OC2C(P(C3C=CC=CC=3)C3C=CC=CC=3)=CC=CC1=2, predict the reaction product. The product is: [Cl:17][C:14]1[CH:15]=[CH:16][C:11]([NH:10][C:8]([C:3]2[C:4]([CH3:7])=[N:5][S:6][C:2]=2[NH:1][C:20]2[CH:29]=[N:28][C:27]3[C:22](=[CH:23][CH:24]=[CH:25][CH:26]=3)[N:21]=2)=[O:9])=[CH:12][C:13]=1[F:18]. (4) The product is: [Si:16]([O:15][CH2:14][C:9]1[CH:8]=[C:7]([CH:26]([C:25]2[CH:28]=[C:29]([F:32])[CH:30]=[CH:31][C:24]=2[F:23])[OH:27])[C:12]([CH3:13])=[CH:11][N:10]=1)([C:19]([CH3:22])([CH3:21])[CH3:20])([CH3:18])[CH3:17]. Given the reactants C([Li])CCC.Br[C:7]1[C:12]([CH3:13])=[CH:11][N:10]=[C:9]([CH2:14][O:15][Si:16]([C:19]([CH3:22])([CH3:21])[CH3:20])([CH3:18])[CH3:17])[CH:8]=1.[F:23][C:24]1[CH:31]=[CH:30][C:29]([F:32])=[CH:28][C:25]=1[CH:26]=[O:27], predict the reaction product. (5) Given the reactants [ClH:1].[CH2:2]([C:5]1[N:6]=[C:7]([NH2:10])[NH:8][CH:9]=1)[C:3]#[CH:4].[N:11]([CH2:14][C:15]1[CH:19]=[CH:18][O:17][CH:16]=1)=[N+:12]=[N-:13], predict the reaction product. The product is: [ClH:1].[O:17]1[CH:18]=[CH:19][C:15]([CH2:14][N:11]2[CH:4]=[C:3]([CH2:2][C:5]3[N:6]=[C:7]([NH2:10])[NH:8][CH:9]=3)[N:13]=[N:12]2)=[CH:16]1. (6) Given the reactants [H-].[CH3:2]/[C:3](=[CH:7]\[CH:8]([CH3:11])[CH2:9][CH3:10])/[C:4](=[O:6])[CH3:5].[H-].[Al+3].[Li+].[H-].[H-].[H-], predict the reaction product. The product is: [CH3:2]/[C:3](=[CH:7]\[CH:8]([CH3:11])[CH2:9][CH3:10])/[CH:4]([OH:6])[CH3:5]. (7) Given the reactants [CH2:1]([O:8][C:9]1[CH:14]=[CH:13][C:12]([Br:15])=[C:11]([CH3:16])[C:10]=1[N+:17]([O-:19])=[O:18])[C:2]1[CH:7]=[CH:6][CH:5]=[CH:4][CH:3]=1.[CH3:20][N:21]([CH:23](OC)OC)[CH3:22].N1CC[CH2:30][CH2:29]1.CCOC(C)=O.CCCCCC, predict the reaction product. The product is: [CH2:1]([O:8][C:9]1[C:10]([N+:17]([O-:19])=[O:18])=[C:11](/[CH:16]=[CH:20]/[N:21]2[CH2:23][CH2:30][CH2:29][CH2:22]2)[C:12]([Br:15])=[CH:13][CH:14]=1)[C:2]1[CH:7]=[CH:6][CH:5]=[CH:4][CH:3]=1. (8) Given the reactants [OH:1][CH2:2][CH2:3][N:4]1[C:8]([CH:9]([CH3:11])[CH3:10])=[C:7]([CH2:12][C:13]2[CH:18]=[CH:17][C:16]([OH:19])=[CH:15][C:14]=2[CH3:20])[C:6]([O:21][C@@H:22]2[O:48][C@H:47]([CH2:49][O:50][C:51](=[O:56])[C:52]([CH3:55])([CH3:54])[CH3:53])[C@@H:39]([O:40][C:41](=[O:46])[C:42]([CH3:45])([CH3:44])[CH3:43])[C@H:31]([O:32][C:33](=[O:38])[C:34]([CH3:37])([CH3:36])[CH3:35])[C@H:23]2[O:24][C:25](=[O:30])[C:26]([CH3:29])([CH3:28])[CH3:27])=[N:5]1.Br[CH2:58][CH2:59][CH2:60][Cl:61].[OH-].[Na+].Cl, predict the reaction product. The product is: [Cl:61][CH2:60][CH2:59][CH2:58][O:19][C:16]1[CH:17]=[CH:18][C:13]([CH2:12][C:7]2[C:6]([O:21][C@@H:22]3[O:48][C@H:47]([CH2:49][O:50][C:51](=[O:56])[C:52]([CH3:54])([CH3:53])[CH3:55])[C@@H:39]([O:40][C:41](=[O:46])[C:42]([CH3:45])([CH3:44])[CH3:43])[C@H:31]([O:32][C:33](=[O:38])[C:34]([CH3:35])([CH3:36])[CH3:37])[C@H:23]3[O:24][C:25](=[O:30])[C:26]([CH3:29])([CH3:28])[CH3:27])=[N:5][N:4]([CH2:3][CH2:2][OH:1])[C:8]=2[CH:9]([CH3:11])[CH3:10])=[C:14]([CH3:20])[CH:15]=1. (9) Given the reactants [O:1]=[C:2]1[N:11]([CH2:12][C:13]2[CH:26]=[CH:25][C:16]([C:17]([NH:19][CH2:20][CH2:21][CH2:22][O:23][CH3:24])=[O:18])=[CH:15][CH:14]=2)[C:10](=[O:27])[C:9]2[C:4](=[CH:5][CH:6]=[CH:7][CH:8]=2)[NH:3]1.[Br:28][C:29]1[CH:36]=[CH:35][C:32]([CH2:33]Br)=[CH:31][CH:30]=1.C(=O)([O-])[O-].[K+].[K+], predict the reaction product. The product is: [Br:28][C:29]1[CH:36]=[CH:35][C:32]([CH2:33][N:3]2[C:4]3[C:9](=[CH:8][CH:7]=[CH:6][CH:5]=3)[C:10](=[O:27])[N:11]([CH2:12][C:13]3[CH:26]=[CH:25][C:16]([C:17]([NH:19][CH2:20][CH2:21][CH2:22][O:23][CH3:24])=[O:18])=[CH:15][CH:14]=3)[C:2]2=[O:1])=[CH:31][CH:30]=1. (10) Given the reactants [OH:1][C:2]1[CH:7]=[CH:6][C:5]([C:8]([CH3:14])([CH3:13])[C:9]([O:11][CH3:12])=[O:10])=[CH:4][CH:3]=1.C(N(CC)CC)C.[Cl-].[Mg+2].[Cl-].[CH2:25]=[O:26].OP(O)(O)=O, predict the reaction product. The product is: [OH:1][C:2]1[CH:3]=[CH:4][C:5]([C:8]([CH3:14])([CH3:13])[C:9]([O:11][CH3:12])=[O:10])=[CH:6][C:7]=1[CH:25]=[O:26].